This data is from Forward reaction prediction with 1.9M reactions from USPTO patents (1976-2016). The task is: Predict the product of the given reaction. (1) The product is: [CH2:30]([C@@H:22]([NH:21][C:20]([C:18]1[CH:17]=[CH:16][C:15]([F:38])=[C:14]([C:9]2[C:8]([C:6]([OH:7])=[O:5])=[CH:13][CH:12]=[CH:11][CH:10]=2)[CH:19]=1)=[O:37])[C@H:23]([C:25]([OH:27])=[O:26])[OH:24])[C:31]1[CH:36]=[CH:35][CH:34]=[CH:33][CH:32]=1. Given the reactants C([O:5][C:6]([C:8]1[C:9]([C:14]2[CH:19]=[C:18]([C:20](=[O:37])[NH:21][C@H:22]([CH2:30][C:31]3[CH:36]=[CH:35][CH:34]=[CH:33][CH:32]=3)[C@H:23]([C:25]([O:27]CC)=[O:26])[OH:24])[CH:17]=[CH:16][C:15]=2[F:38])=[CH:10][CH:11]=[CH:12][CH:13]=1)=[O:7])(C)(C)C.C(O)(C(F)(F)F)=O.C(Cl)Cl.C1COCC1.[OH-].[Na+], predict the reaction product. (2) Given the reactants [CH2:1]([O:3][C:4](=[O:28])[CH2:5][O:6][C:7]1[CH:12]=[CH:11][C:10]([S:13][CH2:14][C:15]2[CH:20]=[C:19]([O:21][CH2:22][CH:23]([CH3:25])[CH3:24])[CH:18]=[C:17](Br)[CH:16]=2)=[CH:9][C:8]=1[CH3:27])[CH3:2].[C:29]1([C:35]#[CH:36])[CH:34]=[CH:33][CH:32]=[CH:31][CH:30]=1.C(OC(=O)COC1C=CC(SC2C=C(C#CC3C=CC(CO)=CC=3)C=C(OCCC3C=CC(Cl)=CC=3)C=2)=CC=1C)C, predict the reaction product. The product is: [CH2:1]([O:3][C:4](=[O:28])[CH2:5][O:6][C:7]1[CH:12]=[CH:11][C:10]([S:13][CH2:14][C:15]2[CH:16]=[C:17]([C:36]#[C:35][C:29]3[CH:34]=[CH:33][CH:32]=[CH:31][CH:30]=3)[CH:18]=[C:19]([O:21][CH2:22][CH:23]([CH3:25])[CH3:24])[CH:20]=2)=[CH:9][C:8]=1[CH3:27])[CH3:2]. (3) Given the reactants C([O:5][C:6]1[N:18]=[C:17]([C:19]2[CH:20]=[C:21]3[C:25](=[CH:26][CH:27]=2)[N:24]([CH3:28])[CH:23]=[CH:22]3)[C:16]([CH:29]=[CH2:30])=[C:15]([O:31]C(C)(C)C)[C:7]=1[C:8]([O:10]C(C)(C)C)=[O:9])(C)(C)C.Cl, predict the reaction product. The product is: [OH:31][C:15]1[CH:16]([CH:29]=[CH2:30])[CH:17]([C:19]2[CH:20]=[C:21]3[C:25](=[CH:26][CH:27]=2)[N:24]([CH3:28])[CH:23]=[CH:22]3)[NH:18][C:6](=[O:5])[C:7]=1[C:8]([OH:10])=[O:9]. (4) Given the reactants COC([C@@H]1CC2C=C3OC[C@H](C4C=CC(OCC5C=CC(Cl)=C(Cl)C=5)=CC=4)OC3=CC=2CN1C(OC(C)(C)C)=O)=O.[C:42]([O:46][C:47]([N:49]1[C@H:58]([C:59]([OH:61])=O)[CH2:57][C:56]2[CH:55]=[C:54]3[O:62][CH2:63][C@H:64]([C:66]4[CH:71]=[CH:70][C:69]([O:72][CH2:73][C:74]5[CH:79]=[CH:78][C:77]([Cl:80])=[C:76]([Cl:81])[CH:75]=5)=[CH:68][CH:67]=4)[O:65][C:53]3=[CH:52][C:51]=2[CH2:50]1)=[O:48])([CH3:45])([CH3:44])[CH3:43].Cl.[CH3:83][O:84][C:85](=[O:103])[C@@H:86]([NH2:102])[CH2:87][C:88]1[CH:93]=[CH:92][C:91]([C:94]2[CH:99]=[CH:98][C:97]([C:100]#[N:101])=[CH:96][CH:95]=2)=[CH:90][CH:89]=1, predict the reaction product. The product is: [C:42]([O:46][C:47]([N:49]1[C@H:58]([C:59](=[O:61])[NH:102][C@H:86]([C:85]([O:84][CH3:83])=[O:103])[CH2:87][C:88]2[CH:89]=[CH:90][C:91]([C:94]3[CH:99]=[CH:98][C:97]([C:100]#[N:101])=[CH:96][CH:95]=3)=[CH:92][CH:93]=2)[CH2:57][C:56]2[CH:55]=[C:54]3[O:62][CH2:63][C@H:64]([C:66]4[CH:71]=[CH:70][C:69]([O:72][CH2:73][C:74]5[CH:79]=[CH:78][C:77]([Cl:80])=[C:76]([Cl:81])[CH:75]=5)=[CH:68][CH:67]=4)[O:65][C:53]3=[CH:52][C:51]=2[CH2:50]1)=[O:48])([CH3:43])([CH3:44])[CH3:45]. (5) Given the reactants Br[C:2]1[C:7]([O:8][CH2:9][O:10][CH2:11][CH2:12][Si:13]([CH2:18][CH3:19])([CH2:16][CH3:17])[CH2:14][CH3:15])=[CH:6][CH:5]=[CH:4][N:3]=1.C([Li])(C)(C)C.[CH2:25]([C:27]1[CH:34]=[CH:33][C:30]([CH:31]=[O:32])=[CH:29][CH:28]=1)[CH3:26].[Cl-].[NH4+], predict the reaction product. The product is: [CH2:25]([C:27]1[CH:34]=[CH:33][C:30]([CH:31]([C:2]2[C:7]([O:8][CH2:9][O:10][CH2:11][CH2:12][Si:13]([CH2:18][CH3:19])([CH2:16][CH3:17])[CH2:14][CH3:15])=[CH:6][CH:5]=[CH:4][N:3]=2)[OH:32])=[CH:29][CH:28]=1)[CH3:26]. (6) Given the reactants FC(F)(F)[C:3]([OH:5])=O.[CH3:8][N:9]([CH3:30])[CH:10]1[CH2:15][CH2:14][CH:13]([O:16][C:17]2[C:18]3[C:19]4[CH2:20][NH:21][CH2:22][CH2:23][C:24]=4[S:25][C:26]=3[N:27]=[CH:28][N:29]=2)[CH2:12][CH2:11]1.[CH2:31]([N:33](CC)CC)C.ClC(Cl)(OC(=O)OC(Cl)(Cl)Cl)Cl.CN.C1COCC1, predict the reaction product. The product is: [CH3:8][N:9]([CH3:30])[CH:10]1[CH2:11][CH2:12][CH:13]([O:16][C:17]2[C:18]3[C:19]4[CH2:20][N:21]([C:3]([NH:33][CH3:31])=[O:5])[CH2:22][CH2:23][C:24]=4[S:25][C:26]=3[N:27]=[CH:28][N:29]=2)[CH2:14][CH2:15]1.